This data is from Forward reaction prediction with 1.9M reactions from USPTO patents (1976-2016). The task is: Predict the product of the given reaction. (1) Given the reactants Cl[C:2]1[N:7]=[CH:6][C:5]2[N:8]=[CH:9][N:10]([CH3:11])[C:4]=2[CH:3]=1.[CH2:12]([C:14]1[CH:20]=[C:19]([F:21])[CH:18]=[CH:17][C:15]=1[NH2:16])[CH3:13].CC(C)([O-])C.[Na+].C1(P(C2C=CC=CC=2)C2C3OC4C(=CC=CC=4P(C4C=CC=CC=4)C4C=CC=CC=4)C(C)(C)C=3C=CC=2)C=CC=CC=1, predict the reaction product. The product is: [CH2:12]([C:14]1[CH:20]=[C:19]([F:21])[CH:18]=[CH:17][C:15]=1[NH:16][C:2]1[N:7]=[CH:6][C:5]2[N:8]=[CH:9][N:10]([CH3:11])[C:4]=2[CH:3]=1)[CH3:13]. (2) Given the reactants Br[C:2]1[N:6]2[CH:7]=[C:8]([CH2:11][C:12]3[N:16]4[N:17]=[C:18]([C:21]5[CH:22]=[N:23][N:24]([CH3:26])[CH:25]=5)[CH:19]=[CH:20][C:15]4=[N:14][CH:13]=3)[CH:9]=[CH:10][C:5]2=[N:4][CH:3]=1.[CH2:27]([Sn](CCCC)(CCCC)C=C)[CH2:28]CC, predict the reaction product. The product is: [CH3:26][N:24]1[CH:25]=[C:21]([C:18]2[CH:19]=[CH:20][C:15]3[N:16]([C:12]([CH2:11][C:8]4[CH:9]=[CH:10][C:5]5[N:6]([C:2]([CH:27]=[CH2:28])=[CH:3][N:4]=5)[CH:7]=4)=[CH:13][N:14]=3)[N:17]=2)[CH:22]=[N:23]1.